From a dataset of CYP2C9 substrate classification data from Carbon-Mangels et al.. Regression/Classification. Given a drug SMILES string, predict its absorption, distribution, metabolism, or excretion properties. Task type varies by dataset: regression for continuous measurements (e.g., permeability, clearance, half-life) or binary classification for categorical outcomes (e.g., BBB penetration, CYP inhibition). Dataset: cyp2c9_substrate_carbonmangels. (1) The drug is CC#C[C@]1(O)CC[C@H]2[C@@H]3CCC4=CC(=O)CCC4=C3[C@@H](c3ccc(N(C)C)cc3)C[C@@]21C. The result is 0 (non-substrate). (2) The molecule is CCCNC[C@H](O)COc1ccccc1C(=O)CCc1ccccc1. The result is 0 (non-substrate).